From a dataset of Catalyst prediction with 721,799 reactions and 888 catalyst types from USPTO. Predict which catalyst facilitates the given reaction. (1) Reactant: [CH3:1][O:2][C:3]1[N:8]=[CH:7][C:6]([CH:9]([NH2:12])[CH2:10][CH3:11])=[CH:5][CH:4]=1.[O:13]=[C:14]1[CH2:19][N:18]([C:20](OC2C=CC([N+]([O-])=O)=CC=2)=[O:21])[C:17]2[N:32]=[CH:33][CH:34]=[CH:35][C:16]=2[NH:15]1.C(N(CC)CC)C. Product: [CH3:1][O:2][C:3]1[N:8]=[CH:7][C:6]([CH:9]([NH:12][C:20]([N:18]2[CH2:19][C:14](=[O:13])[NH:15][C:16]3[CH:35]=[CH:34][CH:33]=[N:32][C:17]2=3)=[O:21])[CH2:10][CH3:11])=[CH:5][CH:4]=1. The catalyst class is: 9. (2) Reactant: [Cl:1][C:2]1[CH:10]=[C:9]2[C:5]([C:6]([C:11](=[O:16])[C:12]([F:15])([F:14])[F:13])=[CH:7][NH:8]2)=[CH:4][CH:3]=1.C(=O)([O-])[O-].[K+].[K+].I[CH2:24][CH2:25][CH2:26][CH3:27]. Product: [CH2:24]([N:8]1[C:9]2[C:5](=[CH:4][CH:3]=[C:2]([Cl:1])[CH:10]=2)[C:6]([C:11](=[O:16])[C:12]([F:13])([F:14])[F:15])=[CH:7]1)[CH2:25][CH2:26][CH3:27]. The catalyst class is: 9. (3) Reactant: [C:1](=[NH:25])([O:3][CH2:4][CH2:5][C:6]1[CH:11]=[C:10]([F:12])[C:9]([O:13][C:14]2[CH:15]=[N:16][C:17]([C:20]([F:23])([F:22])[F:21])=[N:18][CH:19]=2)=[C:8]([F:24])[CH:7]=1)[NH2:2].FC(F)(F)C([O-])=O.[CH:33]([CH:35]([CH2:40][C:41]1[CH:42]=[N:43][C:44]([O:47][CH3:48])=[N:45][CH:46]=1)[C:36](OC)=O)=[O:34].C([O-])([O-])=O.[K+].[K+]. Product: [F:12][C:10]1[CH:11]=[C:6]([CH:7]=[C:8]([F:24])[C:9]=1[O:13][C:14]1[CH:19]=[N:18][C:17]([C:20]([F:21])([F:22])[F:23])=[N:16][CH:15]=1)[CH2:5][CH2:4][O:3][C:1]1[NH:2][CH:36]=[C:35]([CH2:40][C:41]2[CH:42]=[N:43][C:44]([O:47][CH3:48])=[N:45][CH:46]=2)[C:33](=[O:34])[N:25]=1. The catalyst class is: 12. (4) Reactant: FC(F)(F)[C:3](O)=[O:4].[C:8]([C:10]1[C:15](F)=[CH:14][C:13]([NH:17][C@H:18]2[CH2:23][CH2:22][C@H:21]([NH:24]C(=O)OC(C)(C)C)[CH2:20][CH2:19]2)=[C:12]([F:32])[CH:11]=1)#[N:9].C[O-].[Na+].CO.[Cl-].[Na+]. Product: [NH2:24][C@H:21]1[CH2:20][CH2:19][C@H:18]([NH:17][C:13]2[C:12]([F:32])=[CH:11][C:10]([C:8]#[N:9])=[C:15]([O:4][CH3:3])[CH:14]=2)[CH2:23][CH2:22]1. The catalyst class is: 489. (5) Product: [C:1]([CH:5]1[CH2:6][CH2:7][CH:8]([C:11]2[CH:16]=[CH:15][C:14]([O:17][CH3:18])=[CH:13][C:12]=2[NH2:19])[CH2:9][CH2:10]1)([CH3:4])([CH3:2])[CH3:3]. The catalyst class is: 304. Reactant: [C:1]([CH:5]1[CH2:10][CH2:9][C:8]([C:11]2[CH:16]=[CH:15][C:14]([O:17][CH3:18])=[CH:13][C:12]=2[N+:19]([O-])=O)=[CH:7][CH2:6]1)([CH3:4])([CH3:3])[CH3:2].CO.